From a dataset of Full USPTO retrosynthesis dataset with 1.9M reactions from patents (1976-2016). Predict the reactants needed to synthesize the given product. (1) Given the product [CH2:20]([O:27][C:28]1[CH:29]=[CH:30][C:31]([CH2:34][N:16]2[CH:11]([C:4]3[C:5]([O:9][CH3:10])=[CH:6][CH:7]=[CH:8][C:3]=3[O:2][CH3:1])[CH2:12][CH2:13][CH2:14][C:15]2=[O:17])=[CH:32][CH:33]=1)[C:21]1[CH:22]=[CH:23][CH:24]=[CH:25][CH:26]=1, predict the reactants needed to synthesize it. The reactants are: [CH3:1][O:2][C:3]1[CH:8]=[CH:7][CH:6]=[C:5]([O:9][CH3:10])[C:4]=1[CH:11]1[NH:16][C:15](=[O:17])[CH2:14][CH2:13][CH2:12]1.[H-].[Na+].[CH2:20]([O:27][C:28]1[CH:33]=[CH:32][C:31]([CH2:34]Cl)=[CH:30][CH:29]=1)[C:21]1[CH:26]=[CH:25][CH:24]=[CH:23][CH:22]=1.C([O-])(O)=O.[Na+]. (2) Given the product [CH2:16]([N:14]([CH3:15])[C:12]([C:8]1[CH:7]=[C:6]2[C:11]([C:2]([NH:37][CH2:34][C:26]3[CH:25]=[CH:33][CH:32]=[CH:31][C:27]=3[C:28]([NH2:30])=[NH:29])=[N:3][CH:4]=[N:5]2)=[CH:10][CH:9]=1)=[O:13])[C:17]1[CH:22]=[CH:21][CH:20]=[CH:19][CH:18]=1, predict the reactants needed to synthesize it. The reactants are: Cl[C:2]1[C:11]2[C:6](=[CH:7][C:8]([C:12]([N:14]([CH2:16][C:17]3[CH:22]=[CH:21][CH:20]=[CH:19][CH:18]=3)[CH3:15])=[O:13])=[CH:9][CH:10]=2)[N:5]=[CH:4][N:3]=1.NC[C:25]1[CH:26]=[C:27]([CH:31]=[CH:32][CH:33]=1)[C:28]([NH2:30])=[NH:29].[CH:34]([N:37](C(C)C)CC)(C)C. (3) Given the product [CH3:15][N:6]1[CH:7]=[C:8]([C:10]([F:13])([F:11])[F:12])[CH:9]=[C:4]([N+:1]([O-:3])=[O:2])[C:5]1=[O:14], predict the reactants needed to synthesize it. The reactants are: [N+:1]([C:4]1[C:5]([OH:14])=[N:6][CH:7]=[C:8]([C:10]([F:13])([F:12])[F:11])[CH:9]=1)([O-:3])=[O:2].[C:15](=O)([O-])[O-].[K+].[K+].IC. (4) Given the product [F:61][C:62]1[CH:63]=[C:64]([CH:81]=[CH:82][CH:83]=1)/[CH:65]=[N:66]/[C:67]1[CH:80]=[CH:79][C:70]2[NH:71][C:72]([C:74]3[O:75][CH:76]=[CH:77][CH:78]=3)=[N:73][C:69]=2[CH:68]=1, predict the reactants needed to synthesize it. The reactants are: [BH-](OC(C)=O)(OC(C)=O)OC(C)=O.[Na+].O1C=CC=C1C1NC2C=CC(NCC3C=CC=C(C)C=3)=CC=2N=1.ClC1C=C(C=CC=1)CNC1C=CC2NC(C3OC=CC=3)=NC=2C=1.[F:61][C:62]1[CH:63]=[C:64]([CH:81]=[CH:82][CH:83]=1)[CH2:65][NH:66][C:67]1[CH:80]=[CH:79][C:70]2[NH:71][C:72]([C:74]3[O:75][CH:76]=[CH:77][CH:78]=3)=[N:73][C:69]=2[CH:68]=1.CC1C=C(C=CC=1)CNC1C=CC2NC(C3NC=CC=3)=NC=2C=1. (5) Given the product [C:1]([O:5][C:6](=[O:32])[NH:7][C@@H:8]([CH2:19][C:20]1[C:28]2[C:23](=[CH:24][CH:25]=[C:26]([N+:29]([O-:31])=[O:30])[CH:27]=2)[NH:22][CH:21]=1)[C:9]([N:11]1[C@@H:15]([C:16]#[N:17])[CH2:14][S:13][CH2:12]1)=[O:10])([CH3:4])([CH3:2])[CH3:3], predict the reactants needed to synthesize it. The reactants are: [C:1]([O:5][C:6](=[O:32])[NH:7][C@@H:8]([CH2:19][C:20]1[C:28]2[C:23](=[CH:24][CH:25]=[C:26]([N+:29]([O-:31])=[O:30])[CH:27]=2)[NH:22][CH:21]=1)[C:9]([N:11]1[C@@H:15]([C:16](=O)[NH2:17])[CH2:14][S:13][CH2:12]1)=[O:10])([CH3:4])([CH3:3])[CH3:2].N1C=CN=C1.O=P(Cl)(Cl)Cl. (6) Given the product [F:28][C:25]([F:26])([F:27])[C:24]([NH:23][C:5]1[CH:6]=[N:7][C:8]([S:9](=[O:21])(=[O:22])[NH:10][C:11]2[CH:12]=[CH:13][C:14]3[CH2:18][O:17][B:16]([OH:19])[C:15]=3[CH:20]=2)=[C:3]([C:1](=[NH:2])[NH:30][OH:31])[CH:4]=1)=[O:29], predict the reactants needed to synthesize it. The reactants are: [C:1]([C:3]1[CH:4]=[C:5]([NH:23][C:24](=[O:29])[C:25]([F:28])([F:27])[F:26])[CH:6]=[N:7][C:8]=1[S:9](=[O:22])(=[O:21])[NH:10][C:11]1[CH:12]=[CH:13][C:14]2[CH2:18][O:17][B:16]([OH:19])[C:15]=2[CH:20]=1)#[N:2].[NH2:30][OH:31].Cl. (7) Given the product [O:19]1[CH:20]=[CH:21][CH:22]=[C:18]1[CH2:17][CH2:16][C:13]1[CH:12]=[CH:11][C:10]([CH2:9][OH:8])=[CH:15][CH:14]=1, predict the reactants needed to synthesize it. The reactants are: O1CCCC1.C([O:8][C:9](=O)[C:10]1[CH:15]=[CH:14][C:13]([CH2:16][CH2:17][C:18]2[O:19][CH:20]=[CH:21][CH:22]=2)=[CH:12][C:11]=1CC)C.[H-].C([Al+]CC(C)C)C(C)C.C(C(C(C([O-])=O)O)O)([O-])=O.[Na+].[K+]. (8) The reactants are: [NH:1](C(OC(C)(C)C)=O)[C@H:2]([C:24]([NH2:26])=[O:25])[CH2:3][S:4][C:5]([C:18]1[CH:23]=[CH:22][CH:21]=[CH:20][CH:19]=1)([C:12]1[CH:17]=[CH:16][CH:15]=[CH:14][CH:13]=1)[C:6]1[CH:11]=[CH:10][CH:9]=[CH:8][CH:7]=1.C(O)=O.C(Cl)Cl.[OH-].[Na+]. Given the product [NH2:1][C@H:2]([C:24]([NH2:26])=[O:25])[CH2:3][S:4][C:5]([C:6]1[CH:11]=[CH:10][CH:9]=[CH:8][CH:7]=1)([C:18]1[CH:19]=[CH:20][CH:21]=[CH:22][CH:23]=1)[C:12]1[CH:13]=[CH:14][CH:15]=[CH:16][CH:17]=1, predict the reactants needed to synthesize it. (9) Given the product [C:26]([O:29][C:30](=[O:31])[NH:1][CH:2]1[CH2:7][CH2:6][N:5]([C:8]2[CH:13]=[CH:12][CH:11]=[C:10]([N:14]([C:15]3[CH:16]=[CH:17][C:18]([OH:21])=[CH:19][CH:20]=3)[CH3:22])[CH:9]=2)[CH2:4][CH2:3]1)([CH3:28])([CH3:27])[CH3:25], predict the reactants needed to synthesize it. The reactants are: [NH2:1][CH:2]1[CH2:7][CH2:6][N:5]([C:8]2[CH:9]=[C:10]([N:14]([CH3:22])[C:15]3[CH:20]=[CH:19][C:18]([OH:21])=[CH:17][CH:16]=3)[CH:11]=[CH:12][CH:13]=2)[CH2:4][CH2:3]1.[OH-].[Na+].[CH3:25][C:26]([O:29][C:30](O[C:30]([O:29][C:26]([CH3:28])([CH3:27])[CH3:25])=[O:31])=[O:31])([CH3:28])[CH3:27]. (10) Given the product [F:16][C:12]1[CH:11]=[C:10]([C:9](=[N:35][OH:36])[C:8]([C:5]2[CH:4]=[CH:3][C:2]([F:1])=[CH:7][CH:6]=2)=[O:17])[CH:15]=[CH:14][N:13]=1, predict the reactants needed to synthesize it. The reactants are: [F:1][C:2]1[CH:7]=[CH:6][C:5]([C:8](=[O:17])[CH2:9][C:10]2[CH:15]=[CH:14][N:13]=[C:12]([F:16])[CH:11]=2)=[CH:4][CH:3]=1.ClC1C=C(C(=[N:35][OH:36])C(C2C=CC(F)=CC=2)=O)C=CN=1.